This data is from Full USPTO retrosynthesis dataset with 1.9M reactions from patents (1976-2016). The task is: Predict the reactants needed to synthesize the given product. (1) Given the product [CH:7]([OH:8])=[O:6].[CH:44]1([N:47]([CH2:48][C:49]2[CH:50]=[C:51]([O:57][CH3:58])[CH:52]=[C:53]([O:55][CH3:56])[CH:54]=2)[C:36]([C:15]2[CH:14]3[NH:9][CH:10]([CH2:17][C:16]=2[C:18]2[CH:23]=[CH:22][C:21]([O:24][CH2:25][CH2:26][O:27][C:28]4[CH:33]=[C:32]([F:34])[CH:31]=[CH:30][C:29]=4[Cl:35])=[CH:20][CH:19]=2)[CH2:11][N:12]([C:39](=[O:41])[CH3:40])[CH2:13]3)=[O:37])[CH2:45][CH2:46]1, predict the reactants needed to synthesize it. The reactants are: ClC(Cl)(Cl)C([O:6][C:7]([N:9]1[CH:14]2[C:15]([C:36](O)=[O:37])=[C:16]([C:18]3[CH:23]=[CH:22][C:21]([O:24][CH2:25][CH2:26][O:27][C:28]4[CH:33]=[C:32]([F:34])[CH:31]=[CH:30][C:29]=4[Cl:35])=[CH:20][CH:19]=3)[CH2:17][CH:10]1[CH2:11][N:12]([C:39](=[O:41])[CH3:40])[CH2:13]2)=[O:8])(C)C.[CH:44]1([NH:47][CH2:48][C:49]2[CH:54]=[C:53]([O:55][CH3:56])[CH:52]=[C:51]([O:57][CH3:58])[CH:50]=2)[CH2:46][CH2:45]1. (2) Given the product [F:43][C:37]1[C:36]([C@H:30]2[N:29]3[C@@H:33]([CH2:34][CH2:35]/[C:27](=[CH:8]\[C:7]4[CH:10]=[CH:11][C:12]([N:13]5[CH:17]=[C:16]([CH3:18])[N:15]=[CH:14]5)=[C:5]([O:4][CH3:3])[CH:6]=4)/[C:28]3=[O:44])[CH2:32][CH2:31]2)=[CH:41][CH:40]=[C:39]([F:42])[N:38]=1, predict the reactants needed to synthesize it. The reactants are: [OH-].[Li+].[CH3:3][O:4][C:5]1[CH:6]=[C:7]([CH:10]=[CH:11][C:12]=1[N:13]1[CH:17]=[C:16]([CH3:18])[N:15]=[CH:14]1)[CH:8]=O.C(OP([CH:27]1[CH2:35][CH2:34][C@@H:33]2[N:29]([C@H:30]([C:36]3[C:37]([F:43])=[N:38][C:39]([F:42])=[CH:40][CH:41]=3)[CH2:31][CH2:32]2)[C:28]1=[O:44])(=O)OCC)C.C(O)C. (3) Given the product [C:7]1([NH:13][CH2:14][CH:16]2[CH2:21][CH2:20][N:19]([C:22]([O:24][C:25]([CH3:28])([CH3:27])[CH3:26])=[O:23])[CH2:18][CH2:17]2)[CH:12]=[CH:11][CH:10]=[CH:9][CH:8]=1, predict the reactants needed to synthesize it. The reactants are: B.O1CCCC1.[C:7]1([NH:13][C:14]([CH:16]2[CH2:21][CH2:20][N:19]([C:22]([O:24][C:25]([CH3:28])([CH3:27])[CH3:26])=[O:23])[CH2:18][CH2:17]2)=O)[CH:12]=[CH:11][CH:10]=[CH:9][CH:8]=1.CO.C(=O)([O-])[O-].[K+].[K+]. (4) Given the product [CH:4]([NH:26][CH:22]([CH3:21])[CH3:23])([CH3:5])[CH3:3].[C:6]1([S:12]([N:15]2[C:19]3=[N:20][CH:21]=[CH:22][C:23]([Br:24])=[C:18]3[CH:17]=[C:16]2[CH:27]=[O:28])(=[O:14])=[O:13])[CH:7]=[CH:8][CH:9]=[CH:10][CH:11]=1, predict the reactants needed to synthesize it. The reactants are: [Li]C[CH2:3][CH2:4][CH3:5].[C:6]1([S:12]([N:15]2[C:19]3=[N:20][CH:21]=[CH:22][C:23]([Br:24])=[C:18]3[CH:17]=[CH:16]2)(=[O:14])=[O:13])[CH:11]=[CH:10][CH:9]=[CH:8][CH:7]=1.C[N:26](C)[CH:27]=[O:28].